Dataset: Reaction yield outcomes from USPTO patents with 853,638 reactions. Task: Predict the reaction yield, written as a fraction of the theoretical maximum amount of product (1.0 means a 100% yield; for example, 0.34 means a 34% yield). (1) The reactants are Cl[C:2]1[CH:7]=[CH:6][N:5]=[CH:4][C:3]=1[N+:8]([O-:10])=[O:9].[NH:11]1[CH2:16][CH2:15][CH2:14][C@H:13]([NH:17][C:18](=[O:27])[O:19][CH2:20][C:21]2[CH:26]=[CH:25][CH:24]=[CH:23][CH:22]=2)[CH2:12]1.CCN(C(C)C)C(C)C. The catalyst is C(O)CCC. The yield is 0.960. The product is [N+:8]([C:3]1[CH:4]=[N:5][CH:6]=[CH:7][C:2]=1[N:11]1[CH2:16][CH2:15][CH2:14][C@H:13]([NH:17][C:18](=[O:27])[O:19][CH2:20][C:21]2[CH:26]=[CH:25][CH:24]=[CH:23][CH:22]=2)[CH2:12]1)([O-:10])=[O:9]. (2) The reactants are [Cl:1][C:2]1[C:11]2[C:6](=[CH:7][C:8]([O:14][CH2:15][CH2:16][CH2:17][Cl:18])=[C:9]([O:12][CH3:13])[CH:10]=2)[N:5]=[CH:4][N:3]=1.[NH2:19][C:20]1[CH:21]=[CH:22][C:23]([NH:26][C:27](=[O:35])[C:28]2[CH:33]=[CH:32][CH:31]=[C:30]([Cl:34])[CH:29]=2)=[N:24][CH:25]=1.Cl. The catalyst is CC(N(C)C)=O.O1CCOCC1. The yield is 0.900. The product is [ClH:1].[Cl:34][C:30]1[CH:29]=[C:28]([CH:33]=[CH:32][CH:31]=1)[C:27]([NH:26][C:23]1[CH:22]=[CH:21][C:20]([NH:19][C:2]2[C:11]3[C:6](=[CH:7][C:8]([O:14][CH2:15][CH2:16][CH2:17][Cl:18])=[C:9]([O:12][CH3:13])[CH:10]=3)[N:5]=[CH:4][N:3]=2)=[CH:25][N:24]=1)=[O:35]. (3) The reactants are Cl.[C:2]([C:6]1[CH:26]=[CH:25][C:9]([CH2:10][NH:11][CH2:12][CH2:13][C:14]2[CH:19]=[C:18]([C:20]([F:23])([F:22])[F:21])[CH:17]=[C:16]([F:24])[CH:15]=2)=[CH:8][CH:7]=1)([CH3:5])([CH3:4])[CH3:3].[Cl:27][C:28]1[C:29]([F:41])=[C:30]([CH:34]=[C:35]([C:37]([F:40])([F:39])[F:38])[CH:36]=1)[C:31](O)=[O:32].CCN(CC)CC. The catalyst is CCOC(C)=O. The product is [C:2]([C:6]1[CH:7]=[CH:8][C:9]([CH2:10][N:11]([CH2:12][CH2:13][C:14]2[CH:19]=[C:18]([C:20]([F:23])([F:21])[F:22])[CH:17]=[C:16]([F:24])[CH:15]=2)[C:31](=[O:32])[C:30]2[CH:34]=[C:35]([C:37]([F:38])([F:39])[F:40])[CH:36]=[C:28]([Cl:27])[C:29]=2[F:41])=[CH:25][CH:26]=1)([CH3:5])([CH3:3])[CH3:4]. The yield is 0.997. (4) The reactants are Br[C:2]1(Br)[C:10]2[C:5](=[N:6][CH:7]=[CH:8][CH:9]=2)[NH:4][C:3]1=[O:11].[C:13]([OH:16])(=[O:15])[CH3:14]. The catalyst is C(#N)C.[Zn]. The product is [C:13]([OH:16])(=[O:15])[CH3:14].[NH:4]1[C:5]2[C:10](=[CH:9][CH:8]=[CH:7][N:6]=2)[CH2:2][C:3]1=[O:11]. The yield is 0.910.